Dataset: Full USPTO retrosynthesis dataset with 1.9M reactions from patents (1976-2016). Task: Predict the reactants needed to synthesize the given product. (1) Given the product [C:13]([C:11]1[CH:10]=[N:9][N:8]([CH2:7][C:4]2[CH:3]=[C:2]([CH3:1])[O:6][N:5]=2)[CH:12]=1)#[CH:14], predict the reactants needed to synthesize it. The reactants are: [CH3:1][C:2]1[O:6][N:5]=[C:4]([CH2:7][N:8]2[CH:12]=[C:11]([C:13]#[C:14][Si](C)(C)C)[CH:10]=[N:9]2)[CH:3]=1.CCCC[N+](CCCC)(CCCC)CCCC.[F-]. (2) Given the product [ClH:28].[ClH:28].[ClH:28].[ClH:28].[NH2:19][C:16]1[CH:17]=[CH:18][C:13]([N:10]2[CH2:9][CH2:8][CH:7]([CH2:6][NH:5][CH2:4][CH2:3][N:2]([CH3:27])[CH3:1])[CH2:12][CH2:11]2)=[CH:14][CH:15]=1, predict the reactants needed to synthesize it. The reactants are: [CH3:1][N:2]([CH3:27])[CH2:3][CH2:4][NH:5][CH2:6][CH:7]1[CH2:12][CH2:11][N:10]([C:13]2[CH:18]=[CH:17][C:16]([NH:19]C(=O)OC(C)(C)C)=[CH:15][CH:14]=2)[CH2:9][CH2:8]1.[ClH:28]. (3) Given the product [F:1][C:2]1[CH:3]=[C:4]([CH:17]=[CH:18][CH:19]=1)[O:5][C@H:6]1[CH2:11][CH2:10][C@H:9]([C:12]([OH:14])=[O:13])[CH2:8][CH2:7]1, predict the reactants needed to synthesize it. The reactants are: [F:1][C:2]1[CH:3]=[C:4]([CH:17]=[CH:18][CH:19]=1)[O:5][C@H:6]1[CH2:11][CH2:10][C@H:9]([C:12]([O:14]CC)=[O:13])[CH2:8][CH2:7]1.C1COCC1.[OH-].[Na+]. (4) Given the product [C:1]([C:3]1[CH:4]=[CH:5][C:6]([CH2:7][NH:8][C:9](=[O:23])[CH:10]([C:14]2[C:15]([F:22])=[CH:16][C:17]([O:21][C:26]3[CH:31]=[CH:30][CH:29]=[CH:28][CH:27]=3)=[CH:18][C:19]=2[F:20])[O:11][CH2:12][CH3:13])=[CH:24][CH:25]=1)#[N:2], predict the reactants needed to synthesize it. The reactants are: [C:1]([C:3]1[CH:25]=[CH:24][C:6]([CH2:7][NH:8][C:9](=[O:23])[CH:10]([C:14]2[C:19]([F:20])=[CH:18][C:17]([OH:21])=[CH:16][C:15]=2[F:22])[O:11][CH2:12][CH3:13])=[CH:5][CH:4]=1)#[N:2].[C:26]1(B(O)O)[CH:31]=[CH:30][CH:29]=[CH:28][CH:27]=1. (5) Given the product [Br:1][C:2]1[CH:3]=[C:4]2[C:9](=[CH:10][CH:11]=1)[C:8](=[O:12])[NH:7][C:6](=[O:13])/[C:5]/2=[CH:14]\[NH:27][C:23]1[CH:24]=[C:25]2[C:20](=[CH:21][CH:22]=1)[CH2:19][N:18]([CH3:17])[CH2:26]2, predict the reactants needed to synthesize it. The reactants are: [Br:1][C:2]1[CH:3]=[C:4]2[C:9](=[CH:10][CH:11]=1)[C:8](=[O:12])[NH:7][C:6](=[O:13])/[C:5]/2=[CH:14]/OC.[CH3:17][N:18]1[CH2:26][C:25]2[C:20](=[CH:21][CH:22]=[C:23]([NH2:27])[CH:24]=2)[CH2:19]1.C(N(CC)CC)C. (6) Given the product [C:21]1([C:19]([NH:18][CH:3]([CH2:4][C:5]2[CH:10]=[CH:9][CH:8]=[C:7]([O:11][C:12]([F:16])([F:17])[CH:13]([F:15])[F:14])[CH:6]=2)[CH:2]([C:32]2[CH:37]=[CH:36][C:35]([O:38][CH2:46][C:47]3[CH:56]=[CH:55][C:50]([C:51]([O:53][CH3:54])=[O:52])=[CH:49][CH:48]=3)=[CH:34][CH:33]=2)[OH:1])=[O:20])[C:26]2[CH:27]=[CH:28][CH2:29][CH2:30][CH2:31][C:25]=2[CH:24]=[CH:23][CH:22]=1, predict the reactants needed to synthesize it. The reactants are: [OH:1][CH:2]([C:32]1[CH:37]=[CH:36][C:35]([OH:38])=[CH:34][CH:33]=1)[CH:3]([NH:18][C:19]([C:21]1[CH:22]=[CH:23][CH:24]=[C:25]2[CH2:31][CH2:30][CH2:29][CH:28]=[CH:27][C:26]=12)=[O:20])[CH2:4][C:5]1[CH:10]=[CH:9][CH:8]=[C:7]([O:11][C:12]([F:17])([F:16])[CH:13]([F:15])[F:14])[CH:6]=1.C(=O)([O-])[O-].[K+].[K+].Br[CH2:46][C:47]1[CH:56]=[CH:55][C:50]([C:51]([O:53][CH3:54])=[O:52])=[CH:49][CH:48]=1. (7) Given the product [F:16][C@@H:14]1[CH2:15][N:8]([C:1]([O:3][C:4]([CH3:5])([CH3:6])[CH3:7])=[O:2])[C@H:9]([CH2:10][OH:11])[CH2:13]1, predict the reactants needed to synthesize it. The reactants are: [C:1]([N:8]1[CH2:15][C@@H:14]([F:16])[CH2:13][C@H:9]1[C:10](O)=[O:11])([O:3][C:4]([CH3:7])([CH3:6])[CH3:5])=[O:2].O.C(=O)([O-])[O-].[K+].[K+]. (8) Given the product [CH3:19][O:20][C:21]1[CH:22]=[C:23]([C:24]2[N:1]=[C:2]3[CH:7]=[C:6]([CH3:8])[CH:5]=[CH:4][N:3]3[C:10]=2[NH:9][CH2:11][CH2:12][CH2:13][CH2:14][CH2:15][CH2:16][N+:17]#[C-:18])[CH:26]=[CH:27][C:28]=1[O:29][CH3:30], predict the reactants needed to synthesize it. The reactants are: [NH2:1][C:2]1[CH:7]=[C:6]([CH3:8])[CH:5]=[CH:4][N:3]=1.[N+:9]([CH2:11][CH2:12][CH2:13][CH2:14][CH2:15][CH2:16][N+:17]#[C-:18])#[C-:10].[CH3:19][O:20][C:21]1[CH:22]=[C:23]([CH:26]=[CH:27][C:28]=1[O:29][CH3:30])[CH:24]=O. (9) Given the product [Br:13][C:5]1[C:4]([NH:3][CH2:1][CH3:2])=[C:9]([NH2:10])[C:8]([Cl:17])=[N:7][CH:6]=1, predict the reactants needed to synthesize it. The reactants are: [CH2:1]([NH:3][C:4]1[C:9]([N+:10]([O-])=O)=[CH:8][N:7]=[CH:6][C:5]=1[Br:13])[CH3:2].O.O.[Sn](Cl)[Cl:17].CCOC(C)=O.[OH-].[Na+].